The task is: Predict the reactants needed to synthesize the given product.. This data is from Full USPTO retrosynthesis dataset with 1.9M reactions from patents (1976-2016). (1) The reactants are: [C:1]1([C:7]2[CH:8]=[C:9]3[C:15]([C:16]4[CH:24]=[CH:23][C:19]([C:20]([OH:22])=[O:21])=[CH:18][CH:17]=4)=[CH:14][N:13](S(C4C=CC(C)=CC=4)(=O)=O)[C:10]3=[N:11][CH:12]=2)[CH:6]=[CH:5][CH:4]=[CH:3][CH:2]=1.Cl. Given the product [C:1]1([C:7]2[CH:8]=[C:9]3[C:15]([C:16]4[CH:17]=[CH:18][C:19]([C:20]([OH:22])=[O:21])=[CH:23][CH:24]=4)=[CH:14][NH:13][C:10]3=[N:11][CH:12]=2)[CH:2]=[CH:3][CH:4]=[CH:5][CH:6]=1, predict the reactants needed to synthesize it. (2) Given the product [Cl:7][C:8]1[N:13]=[C:12]([NH:14][C:15]2[CH:19]=[C:18]([CH3:20])[NH:17][N:16]=2)[C:11]([F:21])=[C:10]([N:1]2[CH2:6][CH2:5][O:4][CH2:3][CH2:2]2)[N:9]=1, predict the reactants needed to synthesize it. The reactants are: [NH:1]1[CH2:6][CH2:5][O:4][CH2:3][CH2:2]1.[Cl:7][C:8]1[N:13]=[C:12]([NH:14][C:15]2[CH:19]=[C:18]([CH3:20])[NH:17][N:16]=2)[C:11]([F:21])=[C:10](Cl)[N:9]=1.CCN(C(C)C)C(C)C. (3) The reactants are: [CH3:1][C:2]1[N:7]=[C:6]([NH2:8])[CH:5]=[CH:4][CH:3]=1.C1C(=O)N([Cl:16])C(=O)C1. Given the product [Cl:16][C:3]1[CH:4]=[CH:5][C:6]([NH2:8])=[N:7][C:2]=1[CH3:1], predict the reactants needed to synthesize it. (4) Given the product [C:1]([C:4]1[C:9]([C:10]2[CH:15]=[CH:14][CH:13]=[CH:12][CH:11]=2)=[N:8][N:7]([CH2:16][CH3:17])[C:6](=[O:18])[C:5]=1[NH:19][C:23]1[CH:24]=[C:25]2[C:29](=[CH:30][CH:31]=1)[NH:28][CH:27]=[CH:26]2)(=[O:3])[CH3:2], predict the reactants needed to synthesize it. The reactants are: [C:1]([C:4]1[C:9]([C:10]2[CH:15]=[CH:14][CH:13]=[CH:12][CH:11]=2)=[N:8][N:7]([CH2:16][CH3:17])[C:6](=[O:18])[C:5]=1[N+:19]([O-])=O)(=[O:3])[CH3:2].N[C:23]1[CH:24]=[C:25]2[C:29](=[CH:30][CH:31]=1)[NH:28][CH:27]=[CH:26]2. (5) Given the product [Cl:1][C:2]1[C:7]([O:8][CH3:9])=[CH:6][C:5](/[CH:10]=[CH:11]/[C:12]([N:35]2[CH:29]3[CH2:28][N:27]([CH2:26][C:25]4[CH:36]=[CH:37][C:22]([F:21])=[CH:23][CH:24]=4)[CH2:34][CH:33]2[CH2:32][O:31][CH2:30]3)=[O:14])=[C:4]([S:15]([N:16]([CH3:18])[CH3:17])(=[O:20])=[O:19])[CH:3]=1, predict the reactants needed to synthesize it. The reactants are: [Cl:1][C:2]1[C:7]([O:8][CH3:9])=[CH:6][C:5](/[CH:10]=[CH:11]/[C:12]([OH:14])=O)=[C:4]([S:15](=[O:20])(=[O:19])[N:16]([CH3:18])[CH3:17])[CH:3]=1.[F:21][C:22]1[CH:37]=[CH:36][C:25]([CH2:26][N:27]2[CH2:34][CH:33]3[NH:35][CH:29]([CH2:30][O:31][CH2:32]3)[CH2:28]2)=[CH:24][CH:23]=1.